This data is from Peptide-MHC class I binding affinity with 185,985 pairs from IEDB/IMGT. The task is: Regression. Given a peptide amino acid sequence and an MHC pseudo amino acid sequence, predict their binding affinity value. This is MHC class I binding data. (1) The peptide sequence is SRIGAWASK. The MHC is HLA-A11:01 with pseudo-sequence HLA-A11:01. The binding affinity (normalized) is 0.343. (2) The peptide sequence is RSVWIPGRW. The MHC is HLA-A69:01 with pseudo-sequence HLA-A69:01. The binding affinity (normalized) is 0.0847.